From a dataset of Full USPTO retrosynthesis dataset with 1.9M reactions from patents (1976-2016). Predict the reactants needed to synthesize the given product. Given the product [CH2:1]([O:8][C:9]1[CH:17]=[C:16]2[C:12]([C:13]([CH2:24][CH2:25][C:26]([O:28][CH2:29][CH3:30])=[O:27])=[N:14][N:15]2[CH:18]2[CH2:23][CH2:22][CH2:21][CH2:20][O:19]2)=[CH:11][CH:10]=1)[C:2]1[CH:3]=[CH:4][CH:5]=[CH:6][CH:7]=1, predict the reactants needed to synthesize it. The reactants are: [CH2:1]([O:8][C:9]1[CH:17]=[C:16]2[C:12]([C:13](/[CH:24]=[CH:25]/[C:26]([O:28][CH2:29][CH3:30])=[O:27])=[N:14][N:15]2[CH:18]2[CH2:23][CH2:22][CH2:21][CH2:20][O:19]2)=[CH:11][CH:10]=1)[C:2]1[CH:7]=[CH:6][CH:5]=[CH:4][CH:3]=1.C([O-])(=O)C.[Na+].C(=O)(O)[O-].[Na+].